This data is from Forward reaction prediction with 1.9M reactions from USPTO patents (1976-2016). The task is: Predict the product of the given reaction. (1) Given the reactants [C:1]([N:5]1[C:10](=[O:11])[C:9]([Cl:12])=[C:8]([S:13][CH2:14][C:15]2[CH:20]=[CH:19][C:18]([CH2:21][CH2:22][CH2:23][CH2:24][O:25][Si](C(C)(C)C)(C)C)=[CH:17][CH:16]=2)[CH:7]=[N:6]1)([CH3:4])([CH3:3])[CH3:2].Cl, predict the reaction product. The product is: [C:1]([N:5]1[C:10](=[O:11])[C:9]([Cl:12])=[C:8]([S:13][CH2:14][C:15]2[CH:16]=[CH:17][C:18]([CH2:21][CH2:22][CH2:23][CH2:24][OH:25])=[CH:19][CH:20]=2)[CH:7]=[N:6]1)([CH3:4])([CH3:3])[CH3:2]. (2) Given the reactants C(O[C:6]([N:8]1[CH2:12][C:11](=[CH:13][C:14]#[N:15])[CH2:10][C@H:9]1[C:16]([OH:18])=O)=[O:7])(C)(C)C.[Cl:19][C:20]1[CH:25]=[C:24]([N:26]=C=O)[CH:23]=[C:22]([Cl:29])[CH:21]=1.[CH2:30]([N:32]1[C:44]2[CH:43]=[CH:42][C:41]([NH2:45])=[CH:40][C:39]=2[C:38]2[C:33]1=[CH:34][CH:35]=[CH:36][CH:37]=2)[CH3:31], predict the reaction product. The product is: [C:14]([CH:13]=[C:11]1[CH2:12][N:8]([C:6]([NH:26][C:24]2[CH:25]=[C:20]([Cl:19])[CH:21]=[C:22]([Cl:29])[CH:23]=2)=[O:7])[C@H:9]([C:16]([NH:45][C:41]2[CH:42]=[CH:43][C:44]3[N:32]([CH2:30][CH3:31])[C:33]4[C:38]([C:39]=3[CH:40]=2)=[CH:37][CH:36]=[CH:35][CH:34]=4)=[O:18])[CH2:10]1)#[N:15]. (3) Given the reactants [NH2:1][C:2]1[N:6]([CH:7]2[CH2:12][CH2:11][CH2:10][N:9]([C:13]#[N:14])[CH2:8]2)[N:5]=[C:4]([C:15]2[CH:20]=[CH:19][C:18]([O:21][C:22]3[CH:27]=[CH:26][C:25](Cl)=[CH:24][N:23]=3)=[CH:17][CH:16]=2)[C:3]=1[C:29]([NH2:31])=[O:30].C(NC1N([C@@H]2CCCN(C(OCC3C=CC=CC=3)=O)C2)N=C(C2C=CC(O)=CC=2)C=1C#N)(=O)C.ClC1C=CC=C([C:73]([F:76])([F:75])[F:74])N=1, predict the reaction product. The product is: [NH2:1][C:2]1[N:6]([C@@H:7]2[CH2:12][CH2:11][CH2:10][N:9]([C:13]#[N:14])[CH2:8]2)[N:5]=[C:4]([C:15]2[CH:20]=[CH:19][C:18]([O:21][C:22]3[CH:27]=[CH:26][CH:25]=[C:24]([C:73]([F:76])([F:75])[F:74])[N:23]=3)=[CH:17][CH:16]=2)[C:3]=1[C:29]([NH2:31])=[O:30]. (4) Given the reactants C[O:2][C:3]([C:5]1[C:13]2[C:8](=[C:9]([Cl:14])[CH:10]=[CH:11][CH:12]=2)[N:7]([CH2:15][CH2:16][O:17][C:18]([F:21])([F:20])[F:19])[CH:6]=1)=[O:4], predict the reaction product. The product is: [Cl:14][C:9]1[CH:10]=[CH:11][CH:12]=[C:13]2[C:8]=1[N:7]([CH2:15][CH2:16][O:17][C:18]([F:20])([F:21])[F:19])[CH:6]=[C:5]2[C:3]([OH:4])=[O:2]. (5) Given the reactants Cl[C:2]1[N:11]=[C:10]2[C:5]([C:6](=[O:28])[C:7]([C:23]([O:25][CH2:26][CH3:27])=[O:24])=[CH:8][N:9]2[CH2:12][C:13]2[CH:18]=[CH:17][C:16]([O:19][CH3:20])=[CH:15][C:14]=2[O:21][CH3:22])=[CH:4][C:3]=1F.C([N:33]([CH:36]([CH3:38])[CH3:37])[CH2:34]C)(C)C.[OH2:39], predict the reaction product. The product is: [CH3:22][O:21][C:14]1[CH:15]=[C:16]([O:19][CH3:20])[CH:17]=[CH:18][C:13]=1[CH2:12][N:9]1[C:10]2[C:5](=[CH:4][CH:3]=[C:2]([N:33]3[CH2:34][CH2:38][C@H:36]3[CH2:37][OH:39])[N:11]=2)[C:6](=[O:28])[C:7]([C:23]([O:25][CH2:26][CH3:27])=[O:24])=[CH:8]1.